This data is from Catalyst prediction with 721,799 reactions and 888 catalyst types from USPTO. The task is: Predict which catalyst facilitates the given reaction. (1) Reactant: [O:1]([CH2:8][C:9]([N:11]1[CH2:16][CH2:15][CH2:14][CH2:13][C@@H:12]1[C:17]1[O:21][N:20]=[C:19]([C:22]2[CH:30]=[CH:29][C:25]([C:26](O)=[O:27])=[CH:24][CH:23]=2)[N:18]=1)=[O:10])[C:2]1[CH:7]=[CH:6][CH:5]=[CH:4][CH:3]=1.C[N:32](C(ON1N=NC2C=CC=NC1=2)=[N+](C)C)C.F[P-](F)(F)(F)(F)F.CCN(C(C)C)C(C)C. Product: [O:1]([CH2:8][C:9]([N:11]1[CH2:16][CH2:15][CH2:14][CH2:13][C@@H:12]1[C:17]1[O:21][N:20]=[C:19]([C:22]2[CH:30]=[CH:29][C:25]([C:26]([NH2:32])=[O:27])=[CH:24][CH:23]=2)[N:18]=1)=[O:10])[C:2]1[CH:7]=[CH:6][CH:5]=[CH:4][CH:3]=1. The catalyst class is: 3. (2) Reactant: [C:1]([SiH2:5][O:6][C:7]([CH3:25])([CH3:24])[C:8]1[N:12]([CH3:13])[N:11]=[C:10]([C:14]2[CH:19]=[CH:18][C:17]([C:20]([F:23])([F:22])[F:21])=[CH:16][CH:15]=2)[CH:9]=1)([CH3:4])([CH3:3])[CH3:2].[Br:26]Br.C(=O)([O-])[O-].[Na+].[Na+]. Product: [Br:26][C:9]1[C:10]([C:14]2[CH:15]=[CH:16][C:17]([C:20]([F:22])([F:21])[F:23])=[CH:18][CH:19]=2)=[N:11][N:12]([CH3:13])[C:8]=1[C:7]([CH3:25])([CH3:24])[O:6][SiH2:5][C:1]([CH3:4])([CH3:2])[CH3:3]. The catalyst class is: 4. (3) Reactant: [OH:1][C@H:2]([CH2:15][NH:16][C:17]1[CH:22]=[CH:21][C:20]([N:23]2[CH2:28][CH2:27][O:26][CH2:25][C:24]2=[O:29])=[CH:19][CH:18]=1)[CH2:3][N:4]1[C:12](=[O:13])[C:11]2[C:6](=[CH:7][CH:8]=[CH:9][CH:10]=2)[C:5]1=[O:14].[CH2:30]([OH:32])C. Product: [O:32]=[C:30]1[N:16]([C:17]2[CH:22]=[CH:21][C:20]([N:23]3[CH2:28][CH2:27][O:26][CH2:25][C:24]3=[O:29])=[CH:19][CH:18]=2)[CH2:15][C@H:2]([CH2:3][N:4]2[C:12](=[O:13])[C:11]3[C:6](=[CH:7][CH:8]=[CH:9][CH:10]=3)[C:5]2=[O:14])[O:1]1. The catalyst class is: 11. (4) Reactant: [CH3:1][C:2]1[CH:21]=[N:20][C:5]2[NH:6][C:7]3[CH2:8][CH:9]([C:14]4[CH:19]=[CH:18][CH:17]=[CH:16][CH:15]=4)[CH2:10][C:11](=[O:13])[C:12]=3[C:4]=2[CH:3]=1.[Br-].[Br-].[Br-].C([N+](CCCC)(CCCC)CCCC)CCC.C([N+](CCCC)(CCCC)CCCC)CCC.C([N+](CCCC)(CCCC)CCCC)CCC.S([O-])([O-])=O.[Na+].[Na+]. Product: [CH3:1][C:2]1[CH:21]=[N:20][C:5]2[NH:6][C:7]3[CH:8]=[C:9]([C:14]4[CH:19]=[CH:18][CH:17]=[CH:16][CH:15]=4)[CH:10]=[C:11]([OH:13])[C:12]=3[C:4]=2[CH:3]=1. The catalyst class is: 9. (5) Reactant: O[C:2]1([C:8]2[S:9][CH:10]=[CH:11][CH:12]=2)[CH2:7][CH2:6][NH:5][CH2:4][CH2:3]1.C([SiH](CC)CC)C. Product: [S:9]1[CH:10]=[CH:11][CH:12]=[C:8]1[CH:2]1[CH2:7][CH2:6][NH:5][CH2:4][CH2:3]1. The catalyst class is: 55. (6) Reactant: [CH:1]1([S:4]([NH:7][C:8]([C@@:10]23[CH2:25][C@H:24]2[CH:23]=[CH:22]CC[C@@H](C)[CH2:18][C@@H:17]([CH2:27][CH3:28])[C@H:16]([NH:29][C:30](=[O:39])[O:31][C:32]([CH3:38])([CH3:37])[C:33](F)(F)F)[C:15](=[O:40])[N:14]2[CH2:41][C@H:42]([O:44]C4C5C(=CC(OC)=CC=5)C=CN=4)[CH2:43][C@H:13]2[C:12](=[O:57])[NH:11]3)=[O:9])(=[O:6])=[O:5])[CH2:3][CH2:2]1.[C:58]1([CH3:68])C=[CH:62][C:61](S(O)(=O)=O)=[CH:60][CH:59]=1.N[C@]1([C:75](NS(C2(CO)CC2)(=O)=O)=[O:76])C[C@H]1C=C.CN(C(ON1N=NC2C=CC=NC1=2)=[N+](C)C)C.F[P-](F)(F)(F)(F)F.CCN(C(C)C)C(C)C. Product: [CH2:27]([C@H:17]([CH2:18][CH:58]([CH3:68])[CH2:59][CH2:60][CH:61]=[CH2:62])[C@H:16]([NH:29][C:30](=[O:39])[O:31][C:32]([CH3:38])([CH3:33])[CH3:37])[C:15]([N:14]1[CH2:41][C@H:42]([OH:44])[CH2:43][C@H:13]1[C:12](=[O:57])[NH:11][C@:10]1([C:8](=[O:9])[NH:7][S:4]([C:1]2([CH2:75][OH:76])[CH2:3][CH2:2]2)(=[O:6])=[O:5])[CH2:25][C@H:24]1[CH:23]=[CH2:22])=[O:40])[CH3:28]. The catalyst class is: 2.